This data is from Full USPTO retrosynthesis dataset with 1.9M reactions from patents (1976-2016). The task is: Predict the reactants needed to synthesize the given product. (1) The reactants are: [OH:1][CH2:2][C:3]1[CH:8]=[CH:7][C:6](B(O)O)=[CH:5][CH:4]=1.Br[C:13]1[N:14]=[CH:15][S:16][CH:17]=1.C(=O)([O-])[O-].[K+].[K+]. Given the product [S:16]1[CH:17]=[C:13]([C:6]2[CH:7]=[CH:8][C:3]([CH2:2][OH:1])=[CH:4][CH:5]=2)[N:14]=[CH:15]1, predict the reactants needed to synthesize it. (2) Given the product [C:1]([OH:12])(=[O:11])[CH:2]=[CH:3][CH2:4][CH2:5][CH2:6][CH2:7][CH2:8][CH2:9][CH2:10][CH2:1][CH2:2][CH2:3][CH2:4][CH2:5][CH2:6][CH2:7][CH3:8], predict the reactants needed to synthesize it. The reactants are: [C:1]([OH:12])(=[O:11])[CH2:2][CH2:3][CH2:4][CH2:5][CH2:6][CH2:7][CH2:8][CH2:9][CH3:10]. (3) Given the product [ClH:58].[ClH:58].[C:1]([C:5]1[N:10]=[C:9]([NH:11][CH2:12][CH2:13][CH2:14][O:15][CH3:16])[C:8]([C:17]([N:19]([CH2:48][CH:49]([CH3:51])[CH3:50])[C@H:20]2[CH2:25][C@@H:24]([C:26]([N:28]3[CH2:29][CH:30]=[C:31]([C:34]4[CH:39]=[CH:38][CH:37]=[CH:36][CH:35]=4)[CH2:32][CH2:33]3)=[O:27])[CH2:23][NH:22][CH2:21]2)=[O:18])=[CH:7][N:6]=1)([CH3:3])([CH3:4])[CH3:2], predict the reactants needed to synthesize it. The reactants are: [C:1]([C:5]1[N:10]=[C:9]([NH:11][CH2:12][CH2:13][CH2:14][O:15][CH3:16])[C:8]([C:17]([N:19]([CH2:48][CH:49]([CH3:51])[CH3:50])[C@H:20]2[CH2:25][C@@H:24]([C:26]([N:28]3[CH2:33][CH2:32][C:31](O)([C:34]4[CH:39]=[CH:38][CH:37]=[CH:36][CH:35]=4)[CH2:30][CH2:29]3)=[O:27])[CH2:23][N:22](C(OC(C)(C)C)=O)[CH2:21]2)=[O:18])=[CH:7][N:6]=1)([CH3:4])([CH3:3])[CH3:2].C(OCC)(=O)C.[ClH:58]. (4) The reactants are: [CH3:1][N:2]([C:19]1[C:20]2[CH:27]=[CH:26][NH:25][C:21]=2[N:22]=[CH:23][N:24]=1)[CH:3]1[CH2:18][C@H:6]2[CH2:7][N:8](C(OC(C)(C)C)=O)[CH2:9][CH2:10][C@H:5]2[CH2:4]1.[ClH:28]. Given the product [ClH:28].[CH3:1][N:2]([CH:3]1[CH2:18][C@H:6]2[CH2:7][NH:8][CH2:9][CH2:10][C@H:5]2[CH2:4]1)[C:19]1[C:20]2[CH:27]=[CH:26][NH:25][C:21]=2[N:22]=[CH:23][N:24]=1, predict the reactants needed to synthesize it. (5) Given the product [CH:13]1([NH:12][C:10]2[CH:11]=[C:3]([CH2:2][NH:1][C:30]([C:26]3[O:25][CH:29]=[CH:28][CH:27]=3)=[O:31])[CH:4]=[C:5]3[C:9]=2[NH:8][C:7]([C:18]2[S:19][CH2:20][C@@H:21]([CH2:23][OH:24])[N:22]=2)=[CH:6]3)[CH2:17][CH2:16][CH2:15][CH2:14]1, predict the reactants needed to synthesize it. The reactants are: [NH2:1][CH2:2][C:3]1[CH:4]=[C:5]2[C:9](=[C:10]([NH:12][CH:13]3[CH2:17][CH2:16][CH2:15][CH2:14]3)[CH:11]=1)[NH:8][C:7]([C:18]1[S:19][CH2:20][C@@H:21]([CH2:23][OH:24])[N:22]=1)=[CH:6]2.[O:25]1[CH:29]=[CH:28][CH:27]=[C:26]1[C:30](O)=[O:31]. (6) The reactants are: [NH:1]1[CH2:6][CH2:5][O:4][CH2:3][CH2:2]1.[Cl:7][C:8]1[N:16]=[C:15]2[C:11]([NH:12][CH:13]=[N:14]2)=[C:10](Cl)[N:9]=1. Given the product [Cl:7][C:8]1[N:16]=[C:15]2[C:11]([N:12]=[CH:13][NH:14]2)=[C:10]([N:1]2[CH2:6][CH2:5][O:4][CH2:3][CH2:2]2)[N:9]=1, predict the reactants needed to synthesize it. (7) The reactants are: [NH2:1][C:2]1[CH:3]=[C:4]([C:8]2[S:12][C:11]([C:13]3[CH:14]=[C:15]4[C:19](=[CH:20][CH:21]=3)[C:18](=[O:22])[N:17]([CH3:23])[CH2:16]4)=[CH:10][CH:9]=2)[CH:5]=[N:6][CH:7]=1.[S:24]1[CH:28]=[CH:27][C:26]([S:29](Cl)(=[O:31])=[O:30])=[CH:25]1. Given the product [CH3:23][N:17]1[CH2:16][C:15]2[C:19](=[CH:20][CH:21]=[C:13]([C:11]3[S:12][C:8]([C:4]4[CH:3]=[C:2]([NH:1][S:29]([C:26]5[CH:27]=[CH:28][S:24][CH:25]=5)(=[O:31])=[O:30])[CH:7]=[N:6][CH:5]=4)=[CH:9][CH:10]=3)[CH:14]=2)[C:18]1=[O:22], predict the reactants needed to synthesize it.